This data is from Catalyst prediction with 721,799 reactions and 888 catalyst types from USPTO. The task is: Predict which catalyst facilitates the given reaction. (1) Reactant: C(O[C@@H:5]1[C@H:10]([O:11][C:12](=[O:14])[CH3:13])[C@@H:9]([O:15][C:16](=[O:18])[CH3:17])[C@H:8]([O:19][C:20](=[O:22])[CH3:21])[C@@H:7]([CH2:23][O:24][C:25](=[O:27])[CH3:26])[O:6]1)(=O)C.[CH2:28]([OH:35])[C:29]1[CH:34]=[CH:33][CH:32]=[CH:31][CH:30]=1.B(F)(F)F. Product: [C:20]([O:19][C@H:8]1[C@H:9]([O:15][C:16](=[O:18])[CH3:17])[C@@H:10]([O:11][C:12](=[O:14])[CH3:13])[C@H:5]([O:35][CH2:28][C:29]2[CH:34]=[CH:33][CH:32]=[CH:31][CH:30]=2)[O:6][C@@H:7]1[CH2:23][O:24][C:25](=[O:27])[CH3:26])(=[O:22])[CH3:21]. The catalyst class is: 2. (2) Reactant: C([O:3][C:4]([C:6]1[CH:19]=[C:18]2[C:9]([O:10][CH2:11][CH2:12][N:13]3[C:17]2=[N:16][C:15]([C:20]2[N:24]([CH:25]([CH3:27])[CH3:26])[N:23]=[C:22]([CH3:28])[N:21]=2)=[CH:14]3)=[CH:8][C:7]=1[CH3:29])=[CH2:5])C.CC1C=CC(S(O)(=O)=O)=CC=1. Product: [CH3:29][C:7]1[CH:8]=[C:9]2[C:18](=[CH:19][C:6]=1[C:4](=[O:3])[CH3:5])[C:17]1[N:13]([CH:14]=[C:15]([C:20]3[N:24]([CH:25]([CH3:26])[CH3:27])[N:23]=[C:22]([CH3:28])[N:21]=3)[N:16]=1)[CH2:12][CH2:11][O:10]2. The catalyst class is: 21.